Dataset: Reaction yield outcomes from USPTO patents with 853,638 reactions. Task: Predict the reaction yield, written as a fraction of the theoretical maximum amount of product (1.0 means a 100% yield; for example, 0.34 means a 34% yield). (1) The reactants are C([O:3][C:4]([C:6]1[S:13][C:12]2[C:11]3[S:14][C:15]4[C:19]([CH2:20][CH2:21][CH2:22][CH2:23][CH2:24][CH2:25][CH2:26][CH2:27][CH2:28][CH3:29])=[C:18]([C:30]([O:32]CC)=[O:31])[S:17][C:16]=4[C:10]=3[S:9][C:8]=2[C:7]=1[CH2:35][CH2:36][CH2:37][CH2:38][CH2:39][CH2:40][CH2:41][CH2:42][CH2:43][CH3:44])=[O:5])C.[Li+].[OH-].C1COCC1. The catalyst is [I-].C([N+](CCCC)(CCCC)CCCC)CCC.CO. The product is [CH2:20]([C:19]1[C:15]2[S:14][C:11]3[C:12]4[S:13][C:6]([C:4]([OH:5])=[O:3])=[C:7]([CH2:35][CH2:36][CH2:37][CH2:38][CH2:39][CH2:40][CH2:41][CH2:42][CH2:43][CH3:44])[C:8]=4[S:9][C:10]=3[C:16]=2[S:17][C:18]=1[C:30]([OH:32])=[O:31])[CH2:21][CH2:22][CH2:23][CH2:24][CH2:25][CH2:26][CH2:27][CH2:28][CH3:29]. The yield is 0.974. (2) The reactants are [C:1]([C:3]1[C:4]([CH3:16])=[CH:5][C:6]([C:11](OCC)=[O:12])=[N:7][C:8]=1[O:9][CH3:10])#[N:2].[Cl-].[Ca+2].[Cl-].[BH4-].[Na+].CCOC(C)=O. The catalyst is O1CCCC1.C(O)C. The product is [OH:12][CH2:11][C:6]1[CH:5]=[C:4]([CH3:16])[C:3]([C:1]#[N:2])=[C:8]([O:9][CH3:10])[N:7]=1. The yield is 0.930. (3) The reactants are Cl[C:2]1[C:3]2[N:4]([CH:11]=[CH:12][CH:13]=2)[N:5]=[CH:6][C:7]=1[C:8]([NH2:10])=[O:9].[NH2:14][C@H:15]1[CH2:20][CH2:19][C@H:18]([OH:21])[CH2:17][CH2:16]1. The catalyst is CN1C(=O)CCC1.CO. The product is [OH:21][CH:18]1[CH2:19][CH2:20][CH:15]([NH:14][C:2]2[C:3]3[N:4]([CH:11]=[CH:12][CH:13]=3)[N:5]=[CH:6][C:7]=2[C:8]([NH2:10])=[O:9])[CH2:16][CH2:17]1. The yield is 0.850. (4) The reactants are [CH3:1][O:2][C:3]1[CH:12]=[C:11]2[C:6]([CH2:7][CH2:8][CH2:9][C:10]2=O)=[CH:5][CH:4]=1.[C:14]([CH2:16]C(O)=O)#[N:15].C(O)(=O)CCCCCC.C(N)C1C=CC=CC=1. The catalyst is C1(C)C=CC=CC=1. The product is [CH3:1][O:2][C:3]1[CH:12]=[C:11]2[C:6]([CH2:7][CH2:8][CH:9]=[C:10]2[CH2:16][C:14]#[N:15])=[CH:5][CH:4]=1. The yield is 0.900. (5) The reactants are [CH3:1][C:2]1[C:6]2[C:7](=[O:20])[N:8]([CH2:12][CH2:13][N:14]3[CH2:19][CH2:18][CH2:17][CH2:16][CH2:15]3)[CH2:9][CH2:10][CH2:11][C:5]=2[NH:4][C:3]=1[CH:21]=O.[Br:23][C:24]1[CH:25]=[C:26]([F:34])[CH:27]=[C:28]2[C:32]=1[NH:31][C:30](=[O:33])[CH2:29]2. No catalyst specified. The product is [Br:23][C:24]1[CH:25]=[C:26]([F:34])[CH:27]=[C:28]2[C:32]=1[NH:31][C:30](=[O:33])[C:29]2=[CH:21][C:3]1[NH:4][C:5]2[CH2:11][CH2:10][CH2:9][N:8]([CH2:12][CH2:13][N:14]3[CH2:19][CH2:18][CH2:17][CH2:16][CH2:15]3)[C:7](=[O:20])[C:6]=2[C:2]=1[CH3:1]. The yield is 0.764.